Predict the reactants needed to synthesize the given product. From a dataset of Full USPTO retrosynthesis dataset with 1.9M reactions from patents (1976-2016). (1) Given the product [F:8][C:9]1[CH:10]=[C:11]([CH2:17][CH2:18][C:19]([O:21][CH2:22][CH3:23])=[O:20])[CH:12]=[C:13]([O:16][S:26]([C:25]([F:38])([F:37])[F:24])(=[O:28])=[O:27])[C:14]=1[F:15], predict the reactants needed to synthesize it. The reactants are: C(N(CC)CC)C.[F:8][C:9]1[CH:10]=[C:11]([CH2:17][CH2:18][C:19]([O:21][CH2:22][CH3:23])=[O:20])[CH:12]=[C:13]([OH:16])[C:14]=1[F:15].[F:24][C:25]([F:38])([F:37])[S:26](O[S:26]([C:25]([F:38])([F:37])[F:24])(=[O:28])=[O:27])(=[O:28])=[O:27]. (2) Given the product [CH3:28][C:25]1([CH3:29])[NH:24][C:23](=[O:30])[N:22]([C:19]2[CH:20]=[N:21][C:16]([O:12][C:9]3[CH:8]=[CH:7][C:6]4[CH2:5][O:4][CH:3]([C:2]([F:1])([F:13])[F:14])[C:11]=4[CH:10]=3)=[C:17]([CH3:31])[CH:18]=2)[C:26]1=[O:27], predict the reactants needed to synthesize it. The reactants are: [F:1][C:2]([F:14])([F:13])[CH:3]1[C:11]2[C:6](=[CH:7][CH:8]=[C:9]([OH:12])[CH:10]=2)[CH2:5][O:4]1.F[C:16]1[N:21]=[CH:20][C:19]([N:22]2[C:26](=[O:27])[C:25]([CH3:29])([CH3:28])[NH:24][C:23]2=[O:30])=[CH:18][C:17]=1[CH3:31].CN(C=O)C.